Predict the product of the given reaction. From a dataset of Forward reaction prediction with 1.9M reactions from USPTO patents (1976-2016). Given the reactants [Cl:1][C:2]1[CH:3]=[CH:4][C:5]([O:31][CH3:32])=[C:6]([NH:8][S:9]([C:12]2[CH:13]=[CH:14][C:15]([O:29][CH3:30])=[C:16]3[C:21]=2[O:20][CH2:19][C@H:18]([NH:22]C(=O)C(F)(F)F)[CH2:17]3)(=[O:11])=[O:10])[CH:7]=1.[OH-].[Na+].Cl.C(=O)(O)[O-].[Na+], predict the reaction product. The product is: [NH2:22][C@@H:18]1[CH2:17][C:16]2[C:21](=[C:12]([S:9]([NH:8][C:6]3[CH:7]=[C:2]([Cl:1])[CH:3]=[CH:4][C:5]=3[O:31][CH3:32])(=[O:10])=[O:11])[CH:13]=[CH:14][C:15]=2[O:29][CH3:30])[O:20][CH2:19]1.